Task: Predict the product of the given reaction.. Dataset: Forward reaction prediction with 1.9M reactions from USPTO patents (1976-2016) (1) Given the reactants [Cl:1][C:2]1[CH:3]=[C:4]2[C:8](=[CH:9][CH:10]=1)[N:7]([CH2:11][CH:12]1[CH2:14][CH2:13]1)[CH:6]=[C:5]2[C:15]1[O:16][CH:17]=[C:18]([C:20]([OH:22])=O)[N:19]=1.Cl.C(N=C=N)C.ON1C2C=CC=CC=2N=N1.[O:39]1[CH2:44][CH2:43][CH:42]([NH2:45])[CH2:41][CH2:40]1, predict the reaction product. The product is: [Cl:1][C:2]1[CH:3]=[C:4]2[C:8](=[CH:9][CH:10]=1)[N:7]([CH2:11][CH:12]1[CH2:13][CH2:14]1)[CH:6]=[C:5]2[C:15]1[O:16][CH:17]=[C:18]([C:20]([NH:45][CH:42]2[CH2:43][CH2:44][O:39][CH2:40][CH2:41]2)=[O:22])[N:19]=1. (2) Given the reactants [CH3:1][N:2]1[C:10]([CH2:11][CH:12]2[CH2:17][CH2:16][NH:15][CH2:14][CH2:13]2)=[N:9][C:8]2[C:3]1=[N:4][C:5]([N:24]1[C:28]3[CH:29]=[CH:30][CH:31]=[CH:32][C:27]=3[N:26]=[C:25]1[CH3:33])=[N:6][C:7]=2[N:18]1[CH2:23][CH2:22][O:21][CH2:20][CH2:19]1.[C:34](#[N:37])[CH:35]=[CH2:36], predict the reaction product. The product is: [CH3:1][N:2]1[C:10]([CH2:11][CH:12]2[CH2:17][CH2:16][N:15]([CH2:36][CH2:35][C:34]#[N:37])[CH2:14][CH2:13]2)=[N:9][C:8]2[C:3]1=[N:4][C:5]([N:24]1[C:28]3[CH:29]=[CH:30][CH:31]=[CH:32][C:27]=3[N:26]=[C:25]1[CH3:33])=[N:6][C:7]=2[N:18]1[CH2:19][CH2:20][O:21][CH2:22][CH2:23]1. (3) Given the reactants C([O:3][C:4]([C:6]1([S:19]([C:22]2[CH:27]=[CH:26][C:25]([O:28][CH2:29][CH:30]([CH2:33][CH3:34])[CH2:31][CH3:32])=[CH:24][CH:23]=2)(=[O:21])=[O:20])[CH2:11][CH2:10][N:9]([CH2:12][C:13]2[CH:18]=[CH:17][CH:16]=[CH:15][CH:14]=2)[CH2:8][CH2:7]1)=[O:5])C, predict the reaction product. The product is: [CH2:12]([N:9]1[CH2:10][CH2:11][C:6]([S:19]([C:22]2[CH:27]=[CH:26][C:25]([O:28][CH2:29][CH:30]([CH2:33][CH3:34])[CH2:31][CH3:32])=[CH:24][CH:23]=2)(=[O:21])=[O:20])([C:4]([OH:5])=[O:3])[CH2:7][CH2:8]1)[C:13]1[CH:14]=[CH:15][CH:16]=[CH:17][CH:18]=1. (4) Given the reactants C[C:2]1[CH:10]=[CH:9][C:5](C([O-])=O)=[C:4]([F:11])[C:3]=1Br.[NH:13]1[C:17](B(O)O)=[CH:16][CH:15]=[N:14]1.[C:21]([O-:24])(O)=[O:22].[Na+].[CH3:26]OCCOC, predict the reaction product. The product is: [F:11][C:4]1[CH:3]=[CH:2][C:10]([C:17]2[NH:13][N:14]=[CH:15][CH:16]=2)=[C:9]([CH:5]=1)[C:21]([O:24][CH3:26])=[O:22].